From a dataset of Peptide-MHC class II binding affinity with 134,281 pairs from IEDB. Regression. Given a peptide amino acid sequence and an MHC pseudo amino acid sequence, predict their binding affinity value. This is MHC class II binding data. (1) The MHC is DRB1_1101 with pseudo-sequence DRB1_1101. The binding affinity (normalized) is 0.0652. The peptide sequence is APPPQLPRPPATPPP. (2) The peptide sequence is KGGRKPARLIVFPDLGVRVC. The MHC is DRB1_0405 with pseudo-sequence DRB1_0405. The binding affinity (normalized) is 0.761. (3) The peptide sequence is YDKFLANYSTVLTGK. The MHC is DRB1_1602 with pseudo-sequence DRB1_1602. The binding affinity (normalized) is 0.818. (4) The peptide sequence is LSPLYFTSVIKDQCG. The MHC is DRB1_0101 with pseudo-sequence DRB1_0101. The binding affinity (normalized) is 0.176. (5) The peptide sequence is LVGPTPANIIGRNLLTQIGC. The MHC is DRB1_0301 with pseudo-sequence DRB1_0301. The binding affinity (normalized) is 0.0692. (6) The peptide sequence is YTDYLTVMDRYSVDA. The MHC is DRB3_0301 with pseudo-sequence DRB3_0301. The binding affinity (normalized) is 0.422. (7) The peptide sequence is ILFSYFQDLVITLPF. The MHC is DRB5_0101 with pseudo-sequence DRB5_0101. The binding affinity (normalized) is 0.367. (8) The peptide sequence is ERTVRVLDTVEKWLA. The binding affinity (normalized) is 0.389. The MHC is HLA-DQA10501-DQB10303 with pseudo-sequence HLA-DQA10501-DQB10303. (9) The peptide sequence is VDKIDAAFKIAATAA. The MHC is HLA-DQA10501-DQB10301 with pseudo-sequence HLA-DQA10501-DQB10301. The binding affinity (normalized) is 0.670.